From a dataset of Forward reaction prediction with 1.9M reactions from USPTO patents (1976-2016). Predict the product of the given reaction. (1) Given the reactants [Cl:1][C:2]1[C:7]([C:8]#[N:9])=[C:6]([N:10]2[CH2:14][CH2:13][CH2:12][CH2:11]2)[C:5]([O:15][CH2:16][CH3:17])=[C:4]([CH:18](Cl)[CH3:19])[CH:3]=1.[CH3:21][C:22]1[C:30]2[C:25](=[N:26][CH:27]=[N:28][C:29]=2[NH2:31])[NH:24][N:23]=1.C(=O)([O-])[O-].[Cs+].[Cs+], predict the reaction product. The product is: [NH2:31][C:29]1[N:28]=[CH:27][N:26]=[C:25]2[N:24]([CH:18]([C:4]3[CH:3]=[C:2]([Cl:1])[C:7]([C:8]#[N:9])=[C:6]([N:10]4[CH2:14][CH2:13][CH2:12][CH2:11]4)[C:5]=3[O:15][CH2:16][CH3:17])[CH3:19])[N:23]=[C:22]([CH3:21])[C:30]=12. (2) Given the reactants [CH3:1][N:2]1[C:6]2[CH:7]=[CH:8][C:9]([N:11]3[CH:16]=[C:15]([C:17]#[N:18])[C:14](=[O:19])[N:13]([C@H:20]4[C:28]5[C:23](=[C:24]([C:29]([F:32])([F:31])[F:30])[CH:25]=[CH:26][CH:27]=5)[CH2:22][CH2:21]4)[C:12]3=[O:33])=[CH:10][C:5]=2[O:4][C:3]1=[O:34].C([Sn](=O)CCCC)CCC.C[Si]([N:49]=[N+:50]=[N-:51])(C)C.C(O)C, predict the reaction product. The product is: [CH3:1][N:2]1[C:6]2[CH:7]=[CH:8][C:9]([N:11]3[CH:16]=[C:15]([C:17]4[NH:51][N:50]=[N:49][N:18]=4)[C:14](=[O:19])[N:13]([C@H:20]4[C:28]5[C:23](=[C:24]([C:29]([F:31])([F:32])[F:30])[CH:25]=[CH:26][CH:27]=5)[CH2:22][CH2:21]4)[C:12]3=[O:33])=[CH:10][C:5]=2[O:4][C:3]1=[O:34]. (3) Given the reactants [F:1][C:2]1[S:6][C:5]([CH:7]=O)=[CH:4][CH:3]=1.[CH2:9]([O:11][C:12](=[O:17])[CH2:13][N:14]=[N+]=[N-])[CH3:10], predict the reaction product. The product is: [CH2:9]([O:11][C:12]([C:13]1[NH:14][C:4]2[CH:3]=[C:2]([F:1])[S:6][C:5]=2[CH:7]=1)=[O:17])[CH3:10]. (4) Given the reactants Cl[C:2]1[N:3]=[C:4]([C:41]2[CH:46]=[CH:45][CH:44]=[CH:43][CH:42]=2)[N:5]([CH2:35][CH2:36][CH2:37][CH2:38][O:39][CH3:40])[C:6]=1[C:7]([N:9]([CH2:31][CH:32]([CH3:34])[CH3:33])[C@H:10]1[CH2:15][C@@H:14]([C:16]([N:18]2[CH2:23][CH2:22][O:21][CH2:20][CH2:19]2)=[O:17])[CH2:13][N:12]([C:24]([O:26][C:27]([CH3:30])([CH3:29])[CH3:28])=[O:25])[CH2:11]1)=[O:8].C([O-])(=O)C.[K+], predict the reaction product. The product is: [CH3:40][O:39][CH2:38][CH2:37][CH2:36][CH2:35][N:5]1[C:6]([C:7]([N:9]([CH2:31][CH:32]([CH3:33])[CH3:34])[C@H:10]2[CH2:15][C@@H:14]([C:16]([N:18]3[CH2:19][CH2:20][O:21][CH2:22][CH2:23]3)=[O:17])[CH2:13][N:12]([C:24]([O:26][C:27]([CH3:30])([CH3:28])[CH3:29])=[O:25])[CH2:11]2)=[O:8])=[CH:2][N:3]=[C:4]1[C:41]1[CH:42]=[CH:43][CH:44]=[CH:45][CH:46]=1. (5) Given the reactants [CH2:1]([OH:8])[C:2]1[CH:7]=[CH:6][CH:5]=[CH:4][CH:3]=1.[H-].[Na+].[F:11][C:12]1[CH:13]=[C:14]([CH2:19][C:20]([OH:22])=[O:21])[CH:15]=[C:16](F)[CH:17]=1, predict the reaction product. The product is: [CH2:1]([O:8][C:16]1[CH:15]=[C:14]([CH2:19][C:20]([OH:22])=[O:21])[CH:13]=[C:12]([F:11])[CH:17]=1)[C:2]1[CH:7]=[CH:6][CH:5]=[CH:4][CH:3]=1.[CH2:1]([OH:8])[C:2]1[CH:7]=[CH:6][CH:5]=[CH:4][CH:3]=1. (6) Given the reactants [F:1][C:2]([F:13])([F:12])[C:3]1[CH:4]=[CH:5][C:6]([I:11])=[C:7]([CH:10]=1)[CH2:8]O.P(Br)(Br)[Br:15], predict the reaction product. The product is: [F:1][C:2]([F:13])([F:12])[C:3]1[CH:4]=[CH:5][C:6]([I:11])=[C:7]([CH:10]=1)[CH2:8][Br:15].